This data is from Forward reaction prediction with 1.9M reactions from USPTO patents (1976-2016). The task is: Predict the product of the given reaction. Given the reactants [CH2:1]([O:3][CH2:4][C:5](Cl)=[O:6])[CH3:2].[Cl:8][C:9]1[C:18]([NH2:19])=[C:17]([NH:20][CH2:21][C:22]#[CH:23])[C:16]2[C:11](=[CH:12][CH:13]=[CH:14][CH:15]=2)[N:10]=1.C(N(CC)CC)C, predict the reaction product. The product is: [Cl:8][C:9]1[C:18]([NH:19][C:5](=[O:6])[CH2:4][O:3][CH2:1][CH3:2])=[C:17]([NH:20][CH2:21][C:22]#[CH:23])[C:16]2[C:11](=[CH:12][CH:13]=[CH:14][CH:15]=2)[N:10]=1.